Dataset: Full USPTO retrosynthesis dataset with 1.9M reactions from patents (1976-2016). Task: Predict the reactants needed to synthesize the given product. (1) Given the product [CH3:1][C:2]1[C:6]([C:7]2[CH:8]=[C:9]3[N:15]([CH:20]([C:22]4[CH:27]=[CH:26][CH:25]=[CH:24][CH:23]=4)[CH3:21])[CH:14]=[CH:13][C:10]3=[N:11][CH:12]=2)=[C:5]([CH3:16])[O:4][N:3]=1, predict the reactants needed to synthesize it. The reactants are: [CH3:1][C:2]1[C:6]([C:7]2[CH:8]=[C:9]3[NH:15][CH:14]=[CH:13][C:10]3=[N:11][CH:12]=2)=[C:5]([CH3:16])[O:4][N:3]=1.[H-].[Na+].Cl[CH:20]([C:22]1[CH:27]=[CH:26][CH:25]=[CH:24][CH:23]=1)[CH3:21].O. (2) Given the product [CH2:30]([O:1][C:2]1[C:7]2[C:8]([O:11][CH2:12][CH:13]3[CH2:18][CH2:17][N:16]([CH2:19][C:20]4([C:25]([O:27][CH3:28])=[O:26])[CH2:24][CH2:23][CH2:22][CH2:21]4)[CH2:15][CH2:14]3)=[N:9][O:10][C:6]=2[CH:5]=[CH:4][CH:3]=1)[CH:31]([CH3:36])[CH3:32], predict the reactants needed to synthesize it. The reactants are: [OH:1][C:2]1[C:7]2[C:8]([O:11][CH2:12][CH:13]3[CH2:18][CH2:17][N:16]([CH2:19][C:20]4([C:25]([O:27][CH3:28])=[O:26])[CH2:24][CH2:23][CH2:22][CH2:21]4)[CH2:15][CH2:14]3)=[N:9][O:10][C:6]=2[CH:5]=[CH:4][CH:3]=1.O[CH2:30][CH:31]1[CH2:36]CN([CH2:30][C:31]2(C(OC)=O)[CH2:36]CC[CH2:32]2)C[CH2:32]1. (3) Given the product [CH3:21][N:22]([CH3:26])[CH2:23][CH2:24][NH:25][C:18]([C:3]1[C:2]2[C:7](=[CH:8][CH:9]=[CH:10][CH:1]=2)[N:6]=[C:5]2[C:11]3[C:16]([NH:17][C:4]=12)=[CH:15][CH:14]=[CH:13][CH:12]=3)=[O:20], predict the reactants needed to synthesize it. The reactants are: [CH:1]1[CH:10]=[CH:9][CH:8]=[C:7]2[C:2]=1[C:3]([C:18]([OH:20])=O)=[C:4]1[NH:17][C:16]3[C:11](=[CH:12][CH:13]=[CH:14][CH:15]=3)[C:5]1=[N:6]2.[CH3:21][N:22]([CH3:26])[CH2:23][CH2:24][NH2:25].C(N(CC)CC)C. (4) Given the product [Br:1][C:2]1[N:3]=[C:4]2[C:10]([C:37]3[NH:38][C:39]4[C:35]([CH:36]=3)=[CH:34][CH:33]=[C:32]([CH3:31])[CH:40]=4)=[CH:9][N:8]([C:12]([C:25]3[CH:30]=[CH:29][CH:28]=[CH:27][CH:26]=3)([C:19]3[CH:24]=[CH:23][CH:22]=[CH:21][CH:20]=3)[C:13]3[CH:18]=[CH:17][CH:16]=[CH:15][CH:14]=3)[C:5]2=[N:6][CH:7]=1, predict the reactants needed to synthesize it. The reactants are: [Br:1][C:2]1[N:3]=[C:4]2[C:10](I)=[CH:9][N:8]([C:12]([C:25]3[CH:30]=[CH:29][CH:28]=[CH:27][CH:26]=3)([C:19]3[CH:24]=[CH:23][CH:22]=[CH:21][CH:20]=3)[C:13]3[CH:18]=[CH:17][CH:16]=[CH:15][CH:14]=3)[C:5]2=[N:6][CH:7]=1.[CH3:31][C:32]1[CH:40]=[C:39]2[C:35]([CH:36]=[C:37](B3OC(C)(C)C(C)(C)O3)[NH:38]2)=[CH:34][CH:33]=1.C(=O)([O-])[O-].[Cs+].[Cs+]. (5) Given the product [Cl:37][C:16]1[CH:15]=[CH:14][C:13]([C:7]2[CH:6]=[CH:5][CH:4]=[C:3]([O:2][CH3:1])[N:8]=2)=[CH:18][C:17]=1[NH:19][C:20]1[S:21]/[C:22](=[CH:26]\[C:27]2[CH:28]=[C:29]3[C:34](=[CH:35][CH:36]=2)[N:45]=[CH:44][CH:31]=[CH:30]3)/[C:23](=[O:25])[N:24]=1, predict the reactants needed to synthesize it. The reactants are: [CH3:1][O:2][C:3]1[N:8]=[C:7](B(O)O)[CH:6]=[CH:5][CH:4]=1.Br[C:13]1[CH:14]=[CH:15][C:16]([Cl:37])=[C:17]([NH:19][C:20]2[S:21]/[C:22](=[CH:26]\[C:27]3[CH:36]=[CH:35][C:34]4[C:29](=[CH:30][CH:31]=CC=4)[CH:28]=3)/[C:23](=[O:25])[N:24]=2)[CH:18]=1.C(=O)([O-])[O-].[Na+].[Na+].[CH3:44][N:45](C=O)C. (6) Given the product [CH3:24][N:18]1[C:13]2([CH2:19][CH2:20][N:10]([C:7]3[CH:8]=[CH:9][C:4]([N+:1]([O-:3])=[O:2])=[CH:5][CH:6]=3)[CH2:11][CH2:12]2)[CH2:14][CH2:15][CH2:16][CH2:17]1, predict the reactants needed to synthesize it. The reactants are: [N+:1]([C:4]1[CH:9]=[CH:8][C:7]([N:10]2[CH2:20][CH2:19][C:13]3([NH:18][CH2:17][CH2:16][CH2:15][CH2:14]3)[CH2:12][CH2:11]2)=[CH:6][CH:5]=1)([O-:3])=[O:2].C=O.Cl[CH2:24]CCl.C(O[BH-](OC(=O)C)OC(=O)C)(=O)C.[Na+]. (7) The reactants are: [Br:1][C:2]1[CH:3]=[CH:4][C:5]([OH:11])=[C:6]([C:8](=[O:10])[CH3:9])[CH:7]=1.[C:12]1([C:18](=O)[CH3:19])[CH:17]=[CH:16][CH:15]=[CH:14][CH:13]=1.N1CCCC1.O. Given the product [Br:1][C:2]1[CH:7]=[C:6]2[C:5](=[CH:4][CH:3]=1)[O:11][C:18]([CH3:19])([C:12]1[CH:17]=[CH:16][CH:15]=[CH:14][CH:13]=1)[CH2:9][C:8]2=[O:10], predict the reactants needed to synthesize it.